Dataset: Peptide-MHC class I binding affinity with 185,985 pairs from IEDB/IMGT. Task: Regression. Given a peptide amino acid sequence and an MHC pseudo amino acid sequence, predict their binding affinity value. This is MHC class I binding data. (1) The peptide sequence is KRQEILDLWVY. The MHC is HLA-B35:01 with pseudo-sequence HLA-B35:01. The binding affinity (normalized) is 0.000928. (2) The peptide sequence is FVAAGAFHM. The MHC is HLA-A26:01 with pseudo-sequence HLA-A26:01. The binding affinity (normalized) is 0.480. (3) The peptide sequence is KLLRNEWTL. The MHC is HLA-A68:02 with pseudo-sequence HLA-A68:02. The binding affinity (normalized) is 0. (4) The peptide sequence is GTTVVKVKY. The binding affinity (normalized) is 0.492. The MHC is HLA-A30:02 with pseudo-sequence HLA-A30:02. (5) The peptide sequence is GMSIVCIVA. The MHC is HLA-A02:03 with pseudo-sequence HLA-A02:03. The binding affinity (normalized) is 0.400.